This data is from Full USPTO retrosynthesis dataset with 1.9M reactions from patents (1976-2016). The task is: Predict the reactants needed to synthesize the given product. (1) Given the product [CH2:22]1[CH2:19][C:20]([C:27]([F:28])([F:30])[F:29])([C:31]([F:33])([F:32])[F:34])[CH2:21]1, predict the reactants needed to synthesize it. The reactants are: FC(F)(F)C(F)(F)C(F)(F)C(F)(F)C(F)(F)F.F[C:19]1(F)[C:22](F)(F)[C:21](F)(F)[C:20]1([C:31]([F:34])([F:33])[F:32])[C:27]([F:30])([F:29])[F:28]. (2) Given the product [C:1]([C:5]1[CH:6]=[CH:7][C:8]([OH:11])=[C:9]([Cl:13])[CH:10]=1)([CH3:4])([CH3:2])[CH3:3], predict the reactants needed to synthesize it. The reactants are: [C:1]([C:5]1[CH:10]=[CH:9][C:8]([OH:11])=[CH:7][CH:6]=1)([CH3:4])([CH3:3])[CH3:2].C(Cl)[Cl:13]. (3) Given the product [Cl:1][C:2]1[CH:28]=[CH:27][C:5]([CH2:6][NH:7][C:8]([C:10]2[C:11](=[O:26])[C:12]3[CH:18]=[C:17]([CH2:19][N:20]4[CH2:21][CH2:22][O:23][CH2:24][CH2:25]4)[S:16][C:13]=3[N:14]([CH2:35][CH:36]3[CH2:37][CH2:38][CH2:39][O:40]3)[CH:15]=2)=[O:9])=[CH:4][CH:3]=1, predict the reactants needed to synthesize it. The reactants are: [Cl:1][C:2]1[CH:28]=[CH:27][C:5]([CH2:6][NH:7][C:8]([C:10]2[C:11]([OH:26])=[C:12]3[CH:18]=[C:17]([CH2:19][N:20]4[CH2:25][CH2:24][O:23][CH2:22][CH2:21]4)[S:16][C:13]3=[N:14][CH:15]=2)=[O:9])=[CH:4][CH:3]=1.C(=O)([O-])[O-].[K+].[K+].[CH2:35](Br)[CH:36]1[O:40][CH2:39][CH2:38][CH2:37]1.O. (4) The reactants are: [CH:1]1([CH2:5][NH:6][C:7]2[CH:12]=[CH:11][C:10]([N:13]([CH3:23])[S:14]([C:17]3[CH:22]=[CH:21][CH:20]=[CH:19][CH:18]=3)(=[O:16])=[O:15])=[CH:9][C:8]=2[N+:24]([O-])=O)[CH2:4][CH2:3][CH2:2]1. Given the product [NH2:24][C:8]1[CH:9]=[C:10]([N:13]([CH3:23])[S:14]([C:17]2[CH:18]=[CH:19][CH:20]=[CH:21][CH:22]=2)(=[O:16])=[O:15])[CH:11]=[CH:12][C:7]=1[NH:6][CH2:5][CH:1]1[CH2:4][CH2:3][CH2:2]1, predict the reactants needed to synthesize it.